Dataset: Peptide-MHC class I binding affinity with 185,985 pairs from IEDB/IMGT. Task: Regression. Given a peptide amino acid sequence and an MHC pseudo amino acid sequence, predict their binding affinity value. This is MHC class I binding data. (1) The peptide sequence is NTTIEKEI. The MHC is HLA-A02:03 with pseudo-sequence HLA-A02:03. The binding affinity (normalized) is 0. (2) The binding affinity (normalized) is 0. The MHC is Mamu-B03 with pseudo-sequence Mamu-B03. The peptide sequence is HFDPRLLTAL. (3) The peptide sequence is IQYPLWWGH. The MHC is HLA-A11:01 with pseudo-sequence HLA-A11:01. The binding affinity (normalized) is 0.243. (4) The peptide sequence is MWAQDAAMY. The MHC is HLA-A23:01 with pseudo-sequence HLA-A23:01. The binding affinity (normalized) is 0. (5) The peptide sequence is ITEMLQKEY. The MHC is HLA-A30:01 with pseudo-sequence HLA-A30:01. The binding affinity (normalized) is 0.217. (6) The peptide sequence is NSLILLECFV. The MHC is H-2-Kb with pseudo-sequence H-2-Kb. The binding affinity (normalized) is 0.400. (7) The peptide sequence is QIYAGIKVK. The MHC is HLA-B07:02 with pseudo-sequence HLA-B07:02. The binding affinity (normalized) is 0. (8) The peptide sequence is FVGLALLTL. The MHC is HLA-A11:01 with pseudo-sequence HLA-A11:01. The binding affinity (normalized) is 0.